From a dataset of Reaction yield outcomes from USPTO patents with 853,638 reactions. Predict the reaction yield, written as a fraction of the theoretical maximum amount of product (1.0 means a 100% yield; for example, 0.34 means a 34% yield). (1) The product is [CH2:7]([O:6][C:4](=[O:5])[CH2:3][C:2]1([CH2:9][CH2:10][CH3:11])[O:14][CH2:13][CH2:12][O:1]1)[CH3:8]. The reactants are [O:1]=[C:2]([CH2:9][CH2:10][CH3:11])[CH2:3][C:4]([O:6][CH2:7][CH3:8])=[O:5].[CH2:12](O)[CH2:13][OH:14].C(OCC)(OCC)OCC. The catalyst is O.C1(C)C=CC(S(O)(=O)=O)=CC=1.O. The yield is 0.970. (2) The reactants are ClCCl.Br[C:5]1[CH:13]=[CH:12][CH:11]=[C:10]2[C:6]=1[CH2:7][N:8]([CH2:15][CH2:16][C:17]1[CH:26]=[CH:25][C:24]3[C:19](=[CH:20][CH:21]=[CH:22][CH:23]=3)[N:18]=1)[C:9]2=[O:14].[NH:27]1[CH:31]=[CH:30][C:29](B(O)O)=[N:28]1.C([O-])([O-])=O.[Cs+].[Cs+]. The catalyst is O1CCOCC1. The product is [NH:27]1[CH:31]=[CH:30][C:29]([C:5]2[CH:13]=[CH:12][CH:11]=[C:10]3[C:6]=2[CH2:7][N:8]([CH2:15][CH2:16][C:17]2[CH:26]=[CH:25][C:24]4[C:19](=[CH:20][CH:21]=[CH:22][CH:23]=4)[N:18]=2)[C:9]3=[O:14])=[N:28]1. The yield is 0.0800. (3) The product is [Br:1][C:2]1[CH:3]=[CH:4][C:5]([F:11])=[C:6]([CH2:8][CH2:9][N:26]2[CH2:27][CH2:28][N:23]([C:19]3[CH:18]=[CH:17][CH:16]=[C:15]4[C:20]=3[CH:21]=[CH:22][C:13]([CH3:12])=[N:14]4)[CH2:24][CH2:25]2)[CH:7]=1. The yield is 0.950. No catalyst specified. The reactants are [Br:1][C:2]1[CH:3]=[CH:4][C:5]([F:11])=[C:6]([CH2:8][CH:9]=O)[CH:7]=1.[CH3:12][C:13]1[CH:22]=[CH:21][C:20]2[C:15](=[CH:16][CH:17]=[CH:18][C:19]=2[N:23]2[CH2:28][CH2:27][NH:26][CH2:25][CH2:24]2)[N:14]=1.C(O[BH-](OC(=O)C)OC(=O)C)(=O)C.[Na+]. (4) The reactants are Cl[C:2]1[N:7]=[C:6]([NH:8][C:9]2[CH:13]=[C:12]([CH:14]3[CH2:16][CH2:15]3)[NH:11][N:10]=2)[C:5]([C:17]#[C:18][Si:19]([CH3:22])([CH3:21])[CH3:20])=[CH:4][N:3]=1.[NH:23]1[CH2:28][CH2:27][CH2:26][CH2:25][CH2:24]1. The catalyst is CC(O)C. The product is [CH:14]1([C:12]2[NH:11][N:10]=[C:9]([NH:8][C:6]3[C:5]([C:17]#[C:18][Si:19]([CH3:22])([CH3:21])[CH3:20])=[CH:4][N:3]=[C:2]([N:23]4[CH2:28][CH2:27][CH2:26][CH2:25][CH2:24]4)[N:7]=3)[CH:13]=2)[CH2:16][CH2:15]1. The yield is 0.443. (5) The reactants are Br[C@@:2]1([C:14](=[O:16])[CH3:15])[C@:10]2([CH3:11])[C@H:5](/[C:6](=[CH:12]/[Br:13])/[CH2:7][CH2:8][CH2:9]2)[CH2:4][CH2:3]1.[Br-].[Li+].C(=O)([O-])[O-].[Li+].[Li+].O. The catalyst is CN(C)C=O. The product is [Br:13]/[CH:12]=[C:6]1\[CH2:7][CH2:8][CH2:9][C@@:10]2([CH3:11])[C@H:5]\1[CH2:4][CH:3]=[C:2]2[C:14](=[O:16])[CH3:15]. The yield is 0.940. (6) The reactants are Br[C:2]1[CH:3]=[N:4][N:5]([CH3:17])[C:6]=1[C:7]1[CH:8]=[C:9]([C:13]([O:15][CH3:16])=[O:14])[S:10][C:11]=1[CH3:12].C(=O)([O-])[O-].[K+].[K+].[CH:24](/B(O)O)=[CH:25]/[CH3:26]. The catalyst is O1CCOCC1.O.CC(C)([P](C(C)(C)C)([Pd][P](C(C)(C)C)(C(C)(C)C)C(C)(C)C)C(C)(C)C)C. The product is [CH3:12][C:11]1[S:10][C:9]([C:13]([O:15][CH3:16])=[O:14])=[CH:8][C:7]=1[C:6]1[N:5]([CH3:17])[N:4]=[CH:3][C:2]=1/[CH:24]=[CH:25]\[CH3:26]. The yield is 0.870. (7) The reactants are [Br:1][C:2]1[CH:7]=[CH:6][C:5]([S:8](Cl)(=[O:10])=[O:9])=[CH:4][CH:3]=1.[CH3:12][NH:13][CH3:14]. No catalyst specified. The product is [Br:1][C:2]1[CH:7]=[CH:6][C:5]([S:8]([N:13]([CH3:14])[CH3:12])(=[O:10])=[O:9])=[CH:4][CH:3]=1. The yield is 0.770.